Dataset: Peptide-MHC class II binding affinity with 134,281 pairs from IEDB. Task: Regression. Given a peptide amino acid sequence and an MHC pseudo amino acid sequence, predict their binding affinity value. This is MHC class II binding data. The peptide sequence is VLAKSPDTTCSEIEE. The MHC is HLA-DPA10201-DPB10101 with pseudo-sequence HLA-DPA10201-DPB10101. The binding affinity (normalized) is 0.129.